This data is from Catalyst prediction with 721,799 reactions and 888 catalyst types from USPTO. The task is: Predict which catalyst facilitates the given reaction. (1) Product: [CH:1]1([CH2:6][CH:7]([C:18]2[NH:33][C:21]3=[N:22][CH:23]=[C:24]([O:26][CH2:27][C:28]([N:30]([CH3:31])[CH3:32])=[O:29])[CH:25]=[C:20]3[CH:19]=2)[C:8]2[CH:13]=[CH:12][C:11]([S:14]([CH3:17])(=[O:15])=[O:16])=[CH:10][CH:9]=2)[CH2:5][CH2:4][CH2:3][CH2:2]1. The catalyst class is: 43. Reactant: [CH:1]1([CH:6]=[C:7]([C:18]2[NH:33][C:21]3=[N:22][CH:23]=[C:24]([O:26][CH2:27][C:28]([N:30]([CH3:32])[CH3:31])=[O:29])[CH:25]=[C:20]3[CH:19]=2)[C:8]2[CH:13]=[CH:12][C:11]([S:14]([CH3:17])(=[O:16])=[O:15])=[CH:10][CH:9]=2)[CH2:5][CH2:4][CH2:3][CH2:2]1.[H][H]. (2) Reactant: [N:1]([O-])=O.[Na+].[CH3:5][C:6]1[C:11]([NH2:12])=[CH:10][C:9]([N+:13]([O-:15])=[O:14])=[CH:8][N:7]=1.[OH-].[Na+].C(OCC)(=O)C. Product: [N+:13]([C:9]1[CH:10]=[C:11]2[NH:12][N:1]=[CH:5][C:6]2=[N:7][CH:8]=1)([O-:15])=[O:14]. The catalyst class is: 211. (3) Reactant: [NH:1]1[C:5]2=[N:6][CH:7]=[CH:8][CH:9]=[C:4]2[CH:3]=[CH:2]1.[C:10]1([CH3:22])[CH:15]=[C:14]([CH3:16])[CH:13]=[C:12]([CH3:17])[C:11]=1[S:18](Cl)(=[O:20])=[O:19].[H-].[Na+]. Product: [CH3:22][C:10]1[CH:15]=[C:14]([CH3:16])[CH:13]=[C:12]([CH3:17])[C:11]=1[S:18]([N:1]1[C:5]2=[N:6][CH:7]=[CH:8][CH:9]=[C:4]2[CH:3]=[CH:2]1)(=[O:19])=[O:20]. The catalyst class is: 49. (4) Reactant: [CH3:1][C:2]1[N:3]=[C:4]([NH:8][C:9]([C:11]23[CH2:20][CH:15]4[CH2:16][CH:17]([CH2:19][CH:13]([CH2:14]4)[CH2:12]2)[CH2:18]3)=[O:10])[S:5][C:6]=1[CH3:7].CC(C)([O-])C.[K+].Cl[CH2:28][C:29]1[CH:34]=[CH:33][N:32]=[CH:31][CH:30]=1. Product: [CH3:1][C:2]1[N:3]([CH2:28][C:29]2[CH:34]=[CH:33][N:32]=[CH:31][CH:30]=2)[C:4](=[N:8][C:9]([C:11]23[CH2:20][CH:15]4[CH2:16][CH:17]([CH2:19][CH:13]([CH2:14]4)[CH2:12]2)[CH2:18]3)=[O:10])[S:5][C:6]=1[CH3:7]. The catalyst class is: 39.